This data is from Retrosynthesis with 50K atom-mapped reactions and 10 reaction types from USPTO. The task is: Predict the reactants needed to synthesize the given product. (1) Given the product CC(C)(C)OC(=O)N1CCCC(COc2ccc(-c3ccc(Cl)cc3)cc2)C1, predict the reactants needed to synthesize it. The reactants are: CC(C)(C)OC(=O)N1CCCC(CO)C1.Oc1ccc(-c2ccc(Cl)cc2)cc1. (2) The reactants are: O=C(O)c1cc(F)cc(Br)c1. Given the product OCc1cc(F)cc(Br)c1, predict the reactants needed to synthesize it. (3) Given the product CC(C)N(Cc1ccccc1)c1cnc(CN(CCO)Cc2ccccc2)c(Cl)n1, predict the reactants needed to synthesize it. The reactants are: CC(C)N(Cc1ccccc1)c1cnc(C=O)c(Cl)n1.OCCNCc1ccccc1. (4) Given the product CCOC(=O)C1CCN(CCOc2ccc(O)cc2)CC1, predict the reactants needed to synthesize it. The reactants are: CCOC(=O)C1CCNCC1.Oc1ccc(OCCBr)cc1. (5) Given the product Cc1cc(O)ccc1-c1cc2ccccn2c1C, predict the reactants needed to synthesize it. The reactants are: COc1ccc(-c2cc3ccccn3c2C)c(C)c1.